Dataset: Reaction yield outcomes from USPTO patents with 853,638 reactions. Task: Predict the reaction yield, written as a fraction of the theoretical maximum amount of product (1.0 means a 100% yield; for example, 0.34 means a 34% yield). (1) The reactants are [C:1]([O:5][C:6](=[O:18])[NH:7][CH:8]1[CH2:13][CH2:12][N:11]([CH2:14][CH:15](O)[CH3:16])[CH2:10][CH2:9]1)([CH3:4])([CH3:3])[CH3:2].CCN(S(F)(F)[F:25])CC. The product is [C:1]([O:5][C:6](=[O:18])[NH:7][CH:8]1[CH2:13][CH2:12][N:11]([CH2:14][CH:15]([F:25])[CH3:16])[CH2:10][CH2:9]1)([CH3:4])([CH3:3])[CH3:2]. The catalyst is C(Cl)Cl. The yield is 0.700. (2) The reactants are Cl[C:2]1[N:3]=[C:4]([Cl:14])[C:5]2[CH:10]([CH3:11])[S:9](=[O:13])(=[O:12])[CH2:8][C:6]=2[N:7]=1.CCN(CC)CC.[CH3:22][C@H:23]1[CH2:28][O:27][CH2:26][CH2:25][NH:24]1. The catalyst is CN(C=O)C. The product is [Cl:14][C:4]1[C:5]2[CH:10]([CH3:11])[S:9](=[O:13])(=[O:12])[CH2:8][C:6]=2[N:7]=[C:2]([N:24]2[CH2:25][CH2:26][O:27][CH2:28][C@@H:23]2[CH3:22])[N:3]=1. The yield is 0.135. (3) The reactants are [CH3:1][C:2]1[C:7]([C:8]([OH:10])=O)=[CH:6][N:5]=[C:4]([C:11]2[CH:16]=[CH:15][CH:14]=[CH:13][N:12]=2)[N:3]=1.CN(C(SC1[N+]([O-])=CC=CC=1)=[N+](C)C)C.F[P-](F)(F)(F)(F)F.CCN(C(C)C)C(C)C.[F:48][C:49]1[CH:50]=[C:51]2[C:55](=[CH:56][CH:57]=1)[N:54]([NH2:58])[CH:53]=[C:52]2[CH3:59]. The catalyst is CN(C=O)C.O.CCOC(C)=O. The product is [F:48][C:49]1[CH:50]=[C:51]2[C:55](=[CH:56][CH:57]=1)[N:54]([NH:58][C:8]([C:7]1[C:2]([CH3:1])=[N:3][C:4]([C:11]3[CH:16]=[CH:15][CH:14]=[CH:13][N:12]=3)=[N:5][CH:6]=1)=[O:10])[CH:53]=[C:52]2[CH3:59]. The yield is 0.360. (4) The reactants are [H-].[Al+3].[Li+].[H-].[H-].[H-].C([O:9][C:10](=O)[CH2:11][CH2:12][CH2:13][CH2:14][CH2:15][CH2:16][C:17]([C:19]1[CH:28]=[CH:27][C:26]2[C:21](=[CH:22][CH:23]=[CH:24][CH:25]=2)[CH:20]=1)=[O:18])C.O.[OH-].[Na+]. The catalyst is CCOCC. The product is [OH:18][CH:17]([C:19]1[CH:28]=[CH:27][C:26]2[C:21](=[CH:22][CH:23]=[CH:24][CH:25]=2)[CH:20]=1)[CH2:16][CH2:15][CH2:14][CH2:13][CH2:12][CH2:11][CH2:10][OH:9]. The yield is 0.910. (5) The reactants are Cl[C:2]1[N:7]=[C:6]([C:8]([F:11])([F:10])[F:9])[C:5]([C:12]([O:14][CH2:15][CH3:16])=[O:13])=[CH:4][N:3]=1.[Cl:17][C:18]1[CH:19]=[C:20]([C:26]2([C:31]([F:34])([F:33])[F:32])[CH2:30][CH2:29][NH:28][CH2:27]2)[CH:21]=[C:22]([Cl:25])[C:23]=1[Cl:24].C(=O)([O-])[O-].[K+].[K+]. The catalyst is CN(C)C=O. The product is [Cl:17][C:18]1[CH:19]=[C:20]([C:26]2([C:31]([F:34])([F:33])[F:32])[CH2:30][CH2:29][N:28]([C:2]3[N:7]=[C:6]([C:8]([F:11])([F:10])[F:9])[C:5]([C:12]([O:14][CH2:15][CH3:16])=[O:13])=[CH:4][N:3]=3)[CH2:27]2)[CH:21]=[C:22]([Cl:25])[C:23]=1[Cl:24]. The yield is 0.950.